From a dataset of Full USPTO retrosynthesis dataset with 1.9M reactions from patents (1976-2016). Predict the reactants needed to synthesize the given product. (1) Given the product [F:22][C:13]1[C:12]([O:11][CH2:10][C:8]2[S:9][C:5]3[CH:4]=[CH:3][C:2]([C:27]4[CH:28]=[CH:29][N:24]=[CH:25][CH:26]=4)=[CH:23][C:6]=3[N:7]=2)=[CH:17][CH:16]=[C:15]([F:18])[C:14]=1[C:19]([NH2:21])=[O:20], predict the reactants needed to synthesize it. The reactants are: Br[C:2]1[CH:3]=[CH:4][C:5]2[S:9][C:8]([CH2:10][O:11][C:12]3[C:13]([F:22])=[C:14]([C:19]([NH2:21])=[O:20])[C:15]([F:18])=[CH:16][CH:17]=3)=[N:7][C:6]=2[CH:23]=1.[N:24]1[CH:29]=[CH:28][C:27](B(O)O)=[CH:26][CH:25]=1.C([O-])([O-])=O.[Na+].[Na+]. (2) Given the product [CH:1]([N:4]1[C:8]2[C:13](=[CH:12][C:11]3[O:14][CH2:15][O:16][C:10]=3[CH:9]=2)[CH:23]([C:19]2[CH:18]=[N:17][CH:22]=[CH:21][CH:20]=2)[NH:7][C:5]1=[O:6])([CH3:3])[CH3:2], predict the reactants needed to synthesize it. The reactants are: [CH:1]([N:4]([C:8]1[CH:13]=[CH:12][C:11]2[O:14][CH2:15][O:16][C:10]=2[CH:9]=1)[C:5]([NH2:7])=[O:6])([CH3:3])[CH3:2].[N:17]1[CH:22]=[CH:21][CH:20]=[C:19]([CH:23]=O)[CH:18]=1. (3) Given the product [CH2:45]([N:42]([CH2:43][CH3:44])[CH2:41][CH2:40][CH2:39][O:38][C:33]1[C:32]([O:47][CH3:48])=[CH:31][C:30]([NH:29][C:21]2[N:20]=[C:18]([NH2:19])[N:9]([C:4]3[CH:5]=[CH:6][CH:7]=[CH:8][C:3]=3[F:2])[N:10]=2)=[CH:35][C:34]=1[O:36][CH3:37])[CH3:46], predict the reactants needed to synthesize it. The reactants are: Cl.[F:2][C:3]1[CH:8]=[CH:7][CH:6]=[CH:5][C:4]=1[NH:9][NH2:10].C(N(CC)CC)C.[C:18]([NH:20][C:21](=[N:29][C:30]1[CH:35]=[C:34]([O:36][CH3:37])[C:33]([O:38][CH2:39][CH2:40][CH2:41][N:42]([CH2:45][CH3:46])[CH2:43][CH3:44])=[C:32]([O:47][CH3:48])[CH:31]=1)OC1C=CC=CC=1)#[N:19].FC(F)(F)C(O)=O.C(N(CC)CC)C. (4) The reactants are: [O:1]1[CH2:6][CH2:5][N:4]([CH2:7][CH2:8][OH:9])[CH2:3][CH2:2]1.[H-].[Na+].F[C:13]1[CH:20]=[CH:19][C:18]([N+:21]([O-:23])=[O:22])=[CH:17][C:14]=1[C:15]#[N:16]. Given the product [O:1]1[CH2:6][CH2:5][N:4]([CH2:7][CH2:8][O:9][C:13]2[CH:20]=[CH:19][C:18]([N+:21]([O-:23])=[O:22])=[CH:17][C:14]=2[C:15]#[N:16])[CH2:3][CH2:2]1, predict the reactants needed to synthesize it. (5) Given the product [CH3:20][O:19][C:15](=[O:18])[CH2:16][CH2:17][C:13](=[O:14])[C:11]1[CH:10]=[CH:9][CH:8]=[C:7]([C:1]2[CH:2]=[CH:3][CH:4]=[CH:5][CH:6]=2)[N:12]=1, predict the reactants needed to synthesize it. The reactants are: [C:1]1([C:7]2[N:12]=[C:11]([CH:13]=[O:14])[CH:10]=[CH:9][CH:8]=2)[CH:6]=[CH:5][CH:4]=[CH:3][CH:2]=1.[C:15]([O:19][CH3:20])(=[O:18])[CH:16]=[CH2:17].C(N(CC)CC)C. (6) Given the product [C:29](=[O:30])([O:31][C:32]1[CH:33]=[CH:34][C:35]([N+:38]([O-:40])=[O:39])=[CH:36][CH:37]=1)[O:20][C@H:3]([CH2:4][C:5]1[O:6][C:7]([C:10]2[CH:15]=[CH:14][C:13]([C:16]([F:19])([F:18])[F:17])=[CH:12][CH:11]=2)=[N:8][N:9]=1)[C:2]([CH3:22])([CH3:21])[CH3:1], predict the reactants needed to synthesize it. The reactants are: [CH3:1][C:2]([CH3:22])([CH3:21])[C@H:3]([OH:20])[CH2:4][C:5]1[O:6][C:7]([C:10]2[CH:15]=[CH:14][C:13]([C:16]([F:19])([F:18])[F:17])=[CH:12][CH:11]=2)=[N:8][N:9]=1.C([Li])CCC.Cl[C:29]([O:31][C:32]1[CH:37]=[CH:36][C:35]([N+:38]([O-:40])=[O:39])=[CH:34][CH:33]=1)=[O:30].ClCCl. (7) Given the product [Cl:11][C:8]1[CH:9]=[CH:10][C:2]2[N:1]=[C:12]([CH3:13])[O:5][C:4](=[O:6])[C:3]=2[CH:7]=1, predict the reactants needed to synthesize it. The reactants are: [NH2:1][C:2]1[CH:10]=[CH:9][C:8]([Cl:11])=[CH:7][C:3]=1[C:4]([OH:6])=[O:5].[C:12](OC(=O)C)(=O)[CH3:13]. (8) Given the product [CH2:1]([NH:4][CH2:6][Si:7]([CH3:10])([CH3:9])[CH3:8])[CH:2]=[CH2:3], predict the reactants needed to synthesize it. The reactants are: [CH2:1]([NH2:4])[CH:2]=[CH2:3].Cl[CH2:6][Si:7]([CH3:10])([CH3:9])[CH3:8].[OH-].[Na+].